Dataset: Full USPTO retrosynthesis dataset with 1.9M reactions from patents (1976-2016). Task: Predict the reactants needed to synthesize the given product. (1) Given the product [NH2:7][CH:8]([CH2:9][C:10]1[CH:15]=[CH:14][CH:13]=[CH:12][CH:11]=1)[CH:16]=[N:17][N:18]1[CH2:22][C:21](=[O:23])[NH:20][C:19]1=[O:24], predict the reactants needed to synthesize it. The reactants are: C(OC(=O)[NH:7][CH:8]([CH:16]=[N:17][N:18]1[CH2:22][C:21](=[O:23])[NH:20][C:19]1=[O:24])[CH2:9][C:10]1[CH:15]=[CH:14][CH:13]=[CH:12][CH:11]=1)(C)(C)C. (2) Given the product [F:1][C:2]1[C:7]2[N:8]=[N:9][S:10][C:6]=2[CH:5]=[C:4]([C:11]([NH:29][O:28][CH2:27][CH2:26][O:25][CH:23]=[CH2:24])=[O:12])[C:3]=1[NH:14][C:15]1[CH:20]=[CH:19][C:18]([I:21])=[CH:17][C:16]=1[F:22], predict the reactants needed to synthesize it. The reactants are: [F:1][C:2]1[C:7]2[N:8]=[N:9][S:10][C:6]=2[CH:5]=[C:4]([C:11](O)=[O:12])[C:3]=1[NH:14][C:15]1[CH:20]=[CH:19][C:18]([I:21])=[CH:17][C:16]=1[F:22].[CH:23]([O:25][CH2:26][CH2:27][O:28][NH2:29])=[CH2:24].